From a dataset of Full USPTO retrosynthesis dataset with 1.9M reactions from patents (1976-2016). Predict the reactants needed to synthesize the given product. (1) Given the product [O:16]1[CH2:15][CH2:14][CH:13]([C:11]2[S:10][CH:9]=[C:8]([C:6]([OH:7])=[O:5])[CH:12]=2)[CH2:18][CH2:17]1, predict the reactants needed to synthesize it. The reactants are: [OH-].[K+].C([O:5][C:6]([C:8]1[CH:12]=[C:11]([CH:13]2[CH2:18][CH2:17][O:16][CH2:15][CH2:14]2)[S:10][CH:9]=1)=[O:7])C.Cl. (2) Given the product [C:20]([O:19][C:18]([NH:17][CH2:16][CH2:15][N:12]([CH3:13])[C@@H:7]([CH2:6][C:4]1[N:3]=[CH:2][NH:1][CH:5]=1)[C:8]([O:10][CH3:11])=[O:9])=[O:24])([CH3:23])([CH3:22])[CH3:21], predict the reactants needed to synthesize it. The reactants are: [NH:1]1[CH2:5][CH:4]([CH2:6][C@H:7]([NH:12][CH3:13])[C:8]([O:10][CH3:11])=[O:9])[NH:3][CH2:2]1.O=[CH:15][CH2:16][NH:17][C:18](=[O:24])[O:19][C:20]([CH3:23])([CH3:22])[CH3:21].C([O-])(=O)C.[Na+].C([BH3-])#N.[Na+].Cl.C(=O)([O-])O.[Na+]. (3) Given the product [CH2:1]([O:8][C:9]([N:11]1[CH2:15][C@H:14]([SH:16])[CH2:13][C@H:12]1[CH2:36][NH:37][CH2:41][C:40]1[CH:43]=[C:44]([F:47])[CH:45]=[CH:46][C:39]=1[F:38])=[O:10])[C:2]1[CH:3]=[CH:4][CH:5]=[CH:6][CH:7]=1, predict the reactants needed to synthesize it. The reactants are: [CH2:1]([O:8][C:9]([N:11]1[CH2:15][C@H:14]([S:16]C(C2C=CC=CC=2)(C2C=CC=CC=2)C2C=CC=CC=2)[CH2:13][C@H:12]1[CH2:36][NH2:37])=[O:10])[C:2]1[CH:7]=[CH:6][CH:5]=[CH:4][CH:3]=1.[F:38][C:39]1[CH:46]=[CH:45][C:44]([F:47])=[CH:43][C:40]=1[CH:41]=O. (4) Given the product [OH:1][CH:2]1[CH:7]([C:8]2[CH:9]=[CH:10][C:11]([OH:14])=[CH:12][CH:13]=2)[CH2:6][CH2:5][N:4]([C:15]([O:17][CH2:18][C:21]2[CH:3]=[CH:2][CH:7]=[CH:6][CH:5]=2)=[O:16])[CH2:3]1, predict the reactants needed to synthesize it. The reactants are: [OH:1][CH:2]1[CH:7]([C:8]2[CH:13]=[CH:12][C:11]([OH:14])=[CH:10][CH:9]=2)[CH2:6][CH2:5][N:4]([C:15]([O:17][C:18]([CH3:21])(C)C)=[O:16])[CH2:3]1.CO.Cl. (5) Given the product [C:37]([O:41][C@@H:42]([C:48]1[C:66]([CH3:67])=[CH:65][C:51]2[N:52]=[C:53]([C:55]3[CH:56]=[CH:57][C:58]4[N:62]=[N:61][N:60]([CH3:63])[C:59]=4[CH:64]=3)[S:54][C:50]=2[C:49]=1[C:68]1[CH:69]=[CH:70][C:71]([Cl:74])=[CH:72][CH:73]=1)[C:43]([OH:45])=[O:44])([CH3:40])([CH3:38])[CH3:39], predict the reactants needed to synthesize it. The reactants are: C(O[C@@H](C1C(C)=CC2N=C(C3C=CC4N(C)N=NC=4C=3)SC=2C=1C1C=CC(Cl)=CC=1)C(O)=O)(C)(C)C.[C:37]([O:41][C@@H:42]([C:48]1[C:66]([CH3:67])=[CH:65][C:51]2[N:52]=[C:53]([C:55]3[CH:56]=[CH:57][C:58]4[N:62]=[N:61][N:60]([CH3:63])[C:59]=4[CH:64]=3)[S:54][C:50]=2[C:49]=1[C:68]1[CH:73]=[CH:72][C:71]([Cl:74])=[CH:70][CH:69]=1)[C:43]([O:45]CC)=[O:44])([CH3:40])([CH3:39])[CH3:38]. (6) Given the product [C:1]([Si:5]([CH3:29])([CH3:28])[O:6][C:7]1[CH:16]=[C:15]2[C:10]([C:11]([CH2:18][CH2:19][O:20][Si:21]([C:24]([CH3:27])([CH3:26])[CH3:25])([CH3:22])[CH3:23])=[CH:12][CH:13]([OH:17])[O:14]2)=[CH:9][CH:8]=1)([CH3:4])([CH3:3])[CH3:2], predict the reactants needed to synthesize it. The reactants are: [C:1]([Si:5]([CH3:29])([CH3:28])[O:6][C:7]1[CH:16]=[C:15]2[C:10]([C:11]([CH2:18][CH2:19][O:20][Si:21]([C:24]([CH3:27])([CH3:26])[CH3:25])([CH3:23])[CH3:22])=[CH:12][C:13](=[O:17])[O:14]2)=[CH:9][CH:8]=1)([CH3:4])([CH3:3])[CH3:2].CC(C[AlH]CC(C)C)C.